From a dataset of Reaction yield outcomes from USPTO patents with 853,638 reactions. Predict the reaction yield, written as a fraction of the theoretical maximum amount of product (1.0 means a 100% yield; for example, 0.34 means a 34% yield). (1) The reactants are Br[C:2]1[N:7]=[N:6][C:5]([NH:8][CH2:9][C:10]2[CH:15]=[CH:14][C:13]([Cl:16])=[CH:12][CH:11]=2)=[CH:4][CH:3]=1.C([Li])CCC.Cl[Si](C)(C)CC[Si](Cl)(C)C.C([Li])(C)(C)C.C([Cu])#N.[C:40]([O:44][C:45]([N:47]1[C:51]2=[N:52][CH:53]=[CH:54][CH:55]=[C:50]2[C:49]([CH2:56]Cl)=[CH:48]1)=[O:46])([CH3:43])([CH3:42])[CH3:41]. The catalyst is O1CCCC1.CCCCCC.O. The product is [C:40]([O:44][C:45]([N:47]1[C:51]2=[N:52][CH:53]=[CH:54][CH:55]=[C:50]2[C:49]([CH2:56][C:2]2[N:7]=[N:6][C:5]([NH:8][CH2:9][C:10]3[CH:15]=[CH:14][C:13]([Cl:16])=[CH:12][CH:11]=3)=[CH:4][CH:3]=2)=[CH:48]1)=[O:46])([CH3:43])([CH3:42])[CH3:41]. The yield is 0.238. (2) The reactants are [CH3:1][C@H:2]1[CH2:11][C:9](=[O:10])[C:5](=[C:6]([CH3:8])[CH3:7])[CH2:4][CH2:3]1.C([O-])(O)=[O:13].[Na+].Cl.[CH3:18][CH2:19]OCC. The catalyst is BrBr.CC[O-].[Na+].O. The product is [CH3:1][C@@H:2]1[CH2:3][CH2:4][C:5](=[C:6]([CH3:7])[CH3:8])[CH:11]1[C:9]([O:10][CH2:18][CH3:19])=[O:13]. The yield is 0.640. (3) The reactants are [CH3:1][C:2]1[NH:10][C:5]2=[CH:6][N:7]=[CH:8][CH:9]=[C:4]2[C:3]=1[C:11]([O:13][CH3:14])=[O:12].[H-].[Na+].Br[CH:18]([C:20]1[CH:25]=[CH:24][CH:23]=[CH:22][CH:21]=1)[CH3:19].[NH4+].[Cl-]. The catalyst is CN(C)C=O. The product is [CH3:1][C:2]1[N:10]([CH:18]([C:20]2[CH:25]=[CH:24][CH:23]=[CH:22][CH:21]=2)[CH3:19])[C:5]2=[CH:6][N:7]=[CH:8][CH:9]=[C:4]2[C:3]=1[C:11]([O:13][CH3:14])=[O:12]. The yield is 0.940. (4) The reactants are BrC1C2C(=NN(C3C=CN=CC=3)N=2)C(Br)=CC=1.Br[C:19]1[C:27]2[C:23](=[N:24][N:25]([C:28]3[CH:33]=[N:32][CH:31]=[CH:30][N:29]=3)[N:26]=2)[C:22](Br)=[CH:21][CH:20]=1. No catalyst specified. The product is [N:29]1[CH:30]=[CH:31][N:32]=[CH:33][C:28]=1[N:25]1[N:26]=[C:27]2[CH:19]=[CH:20][CH:21]=[CH:22][C:23]2=[N:24]1. The yield is 0.230. (5) The reactants are C(P(CC1C=CC=CC=1CP([C:23]([CH3:26])(C)C)C(C)(C)C)C(C)(C)C)(C)(C)C.[CH2:27]([CH:29]=[CH:30][PH:31](=[O:37])[O:32][CH2:33][CH2:34][CH2:35][CH3:36])C.[C]=[O:39].[CH2:40]([OH:44])[CH2:41][CH2:42][CH3:43]. The catalyst is C([O-])(=O)C.[Pd+2].C([O-])(=O)C. The product is [CH2:23]([P:31]([O:32][CH2:33][CH2:34][CH2:35][CH3:36])([CH2:30][CH2:29][C:27]([O:44][CH2:40][CH2:41][CH2:42][CH3:43])=[O:39])=[O:37])[CH3:26]. The yield is 0.890.